This data is from Forward reaction prediction with 1.9M reactions from USPTO patents (1976-2016). The task is: Predict the product of the given reaction. (1) Given the reactants [CH2:1]([O:5][C:6]1[C@@:11]([CH2:16][CH:17]([CH2:19][OH:20])[OH:18])([C@H:12]([CH2:14][OH:15])[OH:13])[O:10][C:8](=[O:9])[C:7]=1[OH:21])[CH2:2][CH2:3][CH3:4].C(=O)([O-])O.[Na+].[CH2:27]1[O:29][CH:28]1[CH2:30][OH:31], predict the reaction product. The product is: [CH2:1]([O:5][C:6]1[C@@:11]([CH2:16][CH:17]([CH2:19][OH:20])[OH:18])([C@H:12]([CH2:14][OH:15])[OH:13])[O:10][C:8](=[O:9])[C:7]=1[O:21][CH2:27][CH:28]([CH2:30][OH:31])[OH:29])[CH2:2][CH2:3][CH3:4]. (2) Given the reactants [Br:1][CH2:2][C:3](=O)[CH2:4][CH2:5][C:6]([O:8][CH3:9])=[O:7].[NH2:11][C:12]([NH2:14])=[S:13].[CH2:15](O)C, predict the reaction product. The product is: [Br-:1].[CH2:9]([O:8][C:6](=[O:7])[CH2:5][CH2:4][C:3]1[S:13][C:12]([NH3+:14])=[N:11][CH:2]=1)[CH3:15]. (3) Given the reactants Cl[C:2]1[CH:7]=[C:6]([C:8]2[CH:13]=[CH:12][C:11]([S:14][C:15]3[CH:20]=[CH:19][CH:18]=[CH:17][C:16]=3[O:21][CH3:22])=[C:10]([C:23]([F:26])([F:25])[F:24])[CH:9]=2)[CH:5]=[CH:4][N:3]=1.OC1CCNC1.[C:33]([N:36]1[CH2:42][CH2:41][CH2:40][NH:39][CH2:38][CH2:37]1)(=[O:35])[CH3:34], predict the reaction product. The product is: [CH3:22][O:21][C:16]1[CH:17]=[CH:18][CH:19]=[CH:20][C:15]=1[S:14][C:11]1[CH:12]=[CH:13][C:8]([C:6]2[CH:5]=[CH:4][N:3]=[C:2]([N:39]3[CH2:40][CH2:41][CH2:42][N:36]([C:33](=[O:35])[CH3:34])[CH2:37][CH2:38]3)[CH:7]=2)=[CH:9][C:10]=1[C:23]([F:26])([F:25])[F:24]. (4) The product is: [O:1]1[C:5]2[CH:6]=[CH:7][C:8]([C:10]3([C:13]([NH:15][C:16]4[CH:17]=[C:18]([C:23]5[CH:28]=[CH:27][C:26]([C:29]6[N:34]=[N:35][NH:36][N:30]=6)=[C:25]([Cl:31])[CH:24]=5)[C:19]([CH3:22])=[CH:20][CH:21]=4)=[O:14])[CH2:12][CH2:11]3)=[CH:9][C:4]=2[O:3][CH2:2]1. Given the reactants [O:1]1[C:5]2[CH:6]=[CH:7][C:8]([C:10]3([C:13]([NH:15][C:16]4[CH:17]=[C:18]([C:23]5[CH:28]=[CH:27][C:26]([C:29]#[N:30])=[C:25]([Cl:31])[CH:24]=5)[C:19]([CH3:22])=[CH:20][CH:21]=4)=[O:14])[CH2:12][CH2:11]3)=[CH:9][C:4]=2[O:3][CH2:2]1.[Cl-].[NH4+].[N-:34]=[N+:35]=[N-:36].[Na+], predict the reaction product. (5) Given the reactants [N+:1]([C:4]1[C:5]([O:14][CH:15]([C:20]2[CH:21]=[N:22][CH:23]=[CH:24][CH:25]=2)[C:16]([F:19])([F:18])[F:17])=[N:6][C:7]2[C:12]([CH:13]=1)=[CH:11][CH:10]=[CH:9][CH:8]=2)([O-])=O.O.O.[Sn](Cl)(Cl)(Cl)Cl.C(=O)(O)[O-].[Na+], predict the reaction product. The product is: [F:19][C:16]([F:17])([F:18])[CH:15]([C:20]1[CH:21]=[N:22][CH:23]=[CH:24][CH:25]=1)[O:14][C:5]1[C:4]([NH2:1])=[CH:13][C:12]2[C:7](=[CH:8][CH:9]=[CH:10][CH:11]=2)[N:6]=1. (6) Given the reactants [C:1]([C:5]1[CH:29]=[C:8]2[N:9]=[C:10]([CH3:28])[C:11]([CH:20]([CH2:25][CH2:26][CH3:27])[C:21]([O:23]C)=[O:22])=[C:12]([C:13]3[CH:18]=[CH:17][C:16]([Cl:19])=[CH:15][CH:14]=3)[N:7]2[N:6]=1)([CH3:4])([CH3:3])[CH3:2].[OH-].[Li+].[OH-].[Na+], predict the reaction product. The product is: [C:1]([C:5]1[CH:29]=[C:8]2[N:9]=[C:10]([CH3:28])[C:11]([CH:20]([CH2:25][CH2:26][CH3:27])[C:21]([OH:23])=[O:22])=[C:12]([C:13]3[CH:18]=[CH:17][C:16]([Cl:19])=[CH:15][CH:14]=3)[N:7]2[N:6]=1)([CH3:3])([CH3:4])[CH3:2]. (7) Given the reactants [C:1]([CH2:3][O:4][C:5]1[CH:10]=[CH:9][CH:8]=[CH:7][C:6]=1[C:11]1[C:20]2[C:15](=[CH:16][C:17]([S:21]([N:24](CC3C=CC(OC)=CC=3OC)[C:25]3[S:26][CH:27]=[CH:28][N:29]=3)(=[O:23])=[O:22])=[CH:18][CH:19]=2)[C:14]([F:41])=[CH:13][N:12]=1)#[N:2].C(O)(C(F)(F)F)=O, predict the reaction product. The product is: [C:1]([CH2:3][O:4][C:5]1[CH:10]=[CH:9][CH:8]=[CH:7][C:6]=1[C:11]1[C:20]2[C:15](=[CH:16][C:17]([S:21]([NH:24][C:25]3[S:26][CH:27]=[CH:28][N:29]=3)(=[O:23])=[O:22])=[CH:18][CH:19]=2)[C:14]([F:41])=[CH:13][N:12]=1)#[N:2]. (8) Given the reactants [C:1](=[O:4])([O-])[O-:2].[K+].[K+].[F:7][C:8]1[C:13](B(O)O)=[CH:12][CH:11]=[CH:10][N:9]=1.CC(N)CC1C=CC=CC=1.OP(O)(O)=O.[F:32][C:33]([F:64])([F:63])S(O[C:38]1[CH:51]=[C:50]2[C:41]([O:42][C:43]3[CH:44]=[CH:45][C:46]([N:57]4[CH2:62][CH2:61][O:60][CH2:59][CH2:58]4)=[CH:47][C:48]=3[C@@:49]32[CH2:55][O:54][C:53]([NH2:56])=[N:52]3)=[CH:40][CH:39]=1)(=O)=O, predict the reaction product. The product is: [F:32][C:33]([F:64])([F:63])[C:1]([OH:2])=[O:4].[F:7][C:8]1[C:13]([C:38]2[CH:39]=[CH:40][C:41]3[O:42][C:43]4[C:48](=[CH:47][C:46]([N:57]5[CH2:58][CH2:59][O:60][CH2:61][CH2:62]5)=[CH:45][CH:44]=4)[C@:49]4([CH2:55][O:54][C:53]([NH2:56])=[N:52]4)[C:50]=3[CH:51]=2)=[CH:12][CH:11]=[CH:10][N:9]=1. (9) Given the reactants [CH3:1][CH:2]([C:4]1[NH:8][C:7]2[CH2:9][CH2:10][CH2:11][C:12](=[O:13])[C:6]=2[N:5]=1)[CH3:3].Br[CH2:15][C:16]1[CH:21]=[CH:20][C:19]([Cl:22])=[CH:18][CH:17]=1.[OH-].[Na+], predict the reaction product. The product is: [Cl:22][C:19]1[CH:20]=[CH:21][C:16]([CH2:15][N:5]2[C:6]3[C:12](=[O:13])[CH2:11][CH2:10][CH2:9][C:7]=3[N:8]=[C:4]2[CH:2]([CH3:1])[CH3:3])=[CH:17][CH:18]=1. (10) Given the reactants C1COCC1.[C:6]([NH:9][NH:10][C:11]([C:13]1[CH:40]=[CH:39][C:16]2[N:17]([C:20]3[S:24][C:23]([C:25]([O:27][CH3:28])=[O:26])=[C:22]([O:29][C@@H:30]([C:32]4[CH:37]=[CH:36][CH:35]=[CH:34][C:33]=4[Cl:38])[CH3:31])[CH:21]=3)[CH:18]=[N:19][C:15]=2[CH:14]=1)=O)(=[O:8])[CH3:7], predict the reaction product. The product is: [Cl:38][C:33]1[CH:34]=[CH:35][CH:36]=[CH:37][C:32]=1[C@H:30]([O:29][C:22]1[CH:21]=[C:20]([N:17]2[C:16]3[CH:39]=[CH:40][C:13]([C:11]4[O:8][C:6]([CH3:7])=[N:9][N:10]=4)=[CH:14][C:15]=3[N:19]=[CH:18]2)[S:24][C:23]=1[C:25]([O:27][CH3:28])=[O:26])[CH3:31].